This data is from Catalyst prediction with 721,799 reactions and 888 catalyst types from USPTO. The task is: Predict which catalyst facilitates the given reaction. Reactant: Cl.[NH2:2][C@@H:3]([CH:33]1[CH2:38][CH2:37][CH2:36][CH2:35][CH2:34]1)[C:4]([N:6]1[CH2:11][CH2:10][CH:9]([N:12]2[N:21]=[C:20]([C:22]3[CH:27]=[CH:26][C:25]([O:28][CH3:29])=[C:24]([O:30][CH3:31])[CH:23]=3)[C@@H:19]3[C@@H:14]([CH2:15][CH2:16][CH2:17][CH2:18]3)[C:13]2=[O:32])[CH2:8][CH2:7]1)=[O:5].[CH:39]1([CH2:42][O:43][C:44]2[CH:52]=[CH:51][C:47]3[O:48][CH2:49][O:50][C:46]=3[C:45]=2[C:53]2[C:54]3[NH:61][CH:60]=[C:59]([C:62](N4C=CN=C4)=[O:63])[C:55]=3[N:56]=[CH:57][N:58]=2)[CH2:41][CH2:40]1.CCN(C(C)C)C(C)C. Product: [CH:33]1([C@H:3]([NH:2][C:62]([C:59]2[C:55]3[N:56]=[CH:57][N:58]=[C:53]([C:45]4[C:46]5[O:50][CH2:49][O:48][C:47]=5[CH:51]=[CH:52][C:44]=4[O:43][CH2:42][CH:39]4[CH2:41][CH2:40]4)[C:54]=3[NH:61][CH:60]=2)=[O:63])[C:4]([N:6]2[CH2:11][CH2:10][CH:9]([N:12]3[N:21]=[C:20]([C:22]4[CH:27]=[CH:26][C:25]([O:28][CH3:29])=[C:24]([O:30][CH3:31])[CH:23]=4)[C@@H:19]4[C@@H:14]([CH2:15][CH2:16][CH2:17][CH2:18]4)[C:13]3=[O:32])[CH2:8][CH2:7]2)=[O:5])[CH2:38][CH2:37][CH2:36][CH2:35][CH2:34]1. The catalyst class is: 2.